Predict the product of the given reaction. From a dataset of Forward reaction prediction with 1.9M reactions from USPTO patents (1976-2016). (1) Given the reactants COC[O:4][C@H:5]1[CH2:18][C@H:17]2[C@@H:8]([C@@H:9]3[C@@H:14]([CH2:15][CH2:16]2)[CH2:13][C@@:12]2([CH3:24])[C@H:19]([C:22]#[N:23])[CH2:20][CH2:21][C@H:11]2[CH2:10]3)[CH2:7][CH2:6]1.COCO[C@H]1C[C@H]2[C@@H]([C@@H]3[C@@H](CC2)C[C@@]2(C)C(OS(C(F)(F)F)(=O)=O)=CC[C@@H]2C3)CC1.Cl, predict the reaction product. The product is: [OH:4][C@H:5]1[CH2:18][C@H:17]2[C@@H:8]([C@@H:9]3[C@@H:14]([CH2:15][CH2:16]2)[CH2:13][C@@:12]2([CH3:24])[C@H:19]([C:22]#[N:23])[CH2:20][CH2:21][C@@H:11]2[CH2:10]3)[CH2:7][CH2:6]1. (2) Given the reactants [C:1]([O:5][C:6]([NH:8][C@@H:9]([CH2:17][CH2:18][CH2:19][CH2:20]O)[C:10]([O:12][C:13]([CH3:16])([CH3:15])[CH3:14])=[O:11])=[O:7])([CH3:4])([CH3:3])[CH3:2].N1C=CN=C1.C1C=CC(P(C2C=CC=CC=2)C2C=CC=CC=2)=CC=1.[I:46]I, predict the reaction product. The product is: [C:1]([O:5][C:6]([NH:8][C@@H:9]([CH2:17][CH2:18][CH2:19][CH2:20][I:46])[C:10]([O:12][C:13]([CH3:16])([CH3:15])[CH3:14])=[O:11])=[O:7])([CH3:4])([CH3:3])[CH3:2]. (3) Given the reactants [Br:1][C:2]1[CH:3]=[CH:4][C:5]([NH:8][NH2:9])=[N:6][CH:7]=1.[CH:10]1([C:13](Cl)=O)[CH2:12][CH2:11]1, predict the reaction product. The product is: [Br:1][C:2]1[CH:3]=[CH:4][C:5]2[N:6]([C:13]([CH:10]3[CH2:12][CH2:11]3)=[N:9][N:8]=2)[CH:7]=1. (4) The product is: [F:34][C:2]([F:1])([F:33])[C:3]1[CH:4]=[C:5]([C@H:13]2[N:17]([CH3:37])[C:16](=[O:18])[N:15]3[C@H:19]([C:22]4[CH:27]=[C:26]([C:28]([F:31])([F:30])[F:29])[CH:25]=[CH:24][C:23]=4[Cl:32])[CH2:20][CH2:21][C@@H:14]23)[CH:6]=[C:7]([C:9]([F:12])([F:11])[F:10])[CH:8]=1. Given the reactants [F:1][C:2]([F:34])([F:33])[C:3]1[CH:4]=[C:5]([C@H:13]2[NH:17][C:16](=[O:18])[N:15]3[C@H:19]([C:22]4[CH:27]=[C:26]([C:28]([F:31])([F:30])[F:29])[CH:25]=[CH:24][C:23]=4[Cl:32])[CH2:20][CH2:21][C@@H:14]23)[CH:6]=[C:7]([C:9]([F:12])([F:11])[F:10])[CH:8]=1.[H-].[Na+].[CH3:37]I, predict the reaction product. (5) Given the reactants [CH3:1][C:2]1([CH3:26])[C:6]([CH3:8])([CH3:7])[O:5][B:4](C2C=C(NCCNC(=O)OC(C)(C)C)C=CC=2)[O:3]1.Br[C:28]1[CH:29]=[C:30]([NH:34][C:35](=[O:41])[O:36][C:37]([CH3:40])([CH3:39])[CH3:38])[CH:31]=[CH:32][CH:33]=1.B1(B2OC(C)(C)C(C)(C)O2)OC(C)(C)C(C)(C)O1.C1C=CC(P(C2C(C3C(P(C4C=CC=CC=4)C4C=CC=CC=4)=CC=C4C=3C=CC=C4)=C3C(C=CC=C3)=CC=2)C2C=CC=CC=2)=CC=1.C(=O)([O-])[O-].[Cs+].[Cs+], predict the reaction product. The product is: [CH3:1][C:2]1([CH3:26])[C:6]([CH3:8])([CH3:7])[O:5][B:4]([C:28]2[CH:29]=[C:30]([NH:34][C:35](=[O:41])[O:36][C:37]([CH3:40])([CH3:39])[CH3:38])[CH:31]=[CH:32][CH:33]=2)[O:3]1. (6) Given the reactants [CH:1]1[C:6]([CH2:7][CH2:8][OH:9])=[CH:5][CH:4]=[C:3]([OH:10])[CH:2]=1.[CH2:11]([C:27](O)=[O:28])[CH2:12][C:13]1[CH:18]=[CH:17][C:16]([O:19][C:20]2[CH:25]=[CH:24][C:23]([OH:26])=[CH:22][CH:21]=2)=[CH:15][CH:14]=1.O.C1(C)C=CC(S(O)(=O)=O)=CC=1, predict the reaction product. The product is: [OH:26][C:23]1[CH:22]=[CH:21][C:20]([O:19][C:16]2[CH:17]=[CH:18][C:13]([CH2:12][CH2:11][C:27]([O:9][CH2:8][CH2:7][C:6]3[CH:5]=[CH:4][C:3]([OH:10])=[CH:2][CH:1]=3)=[O:28])=[CH:14][CH:15]=2)=[CH:25][CH:24]=1. (7) Given the reactants [OH:1][C:2]1[CH:11]=[CH:10][CH:9]=[C:8]2[C:3]=1[CH2:4][CH2:5][CH2:6][C:7]2=[O:12].I[C:14]1[CH:19]=[CH:18][CH:17]=[CH:16][CH:15]=1.[H-].[Na+].COCCOCCN(CCOCCOC)CCOCCOC, predict the reaction product. The product is: [O:1]([C:2]1[CH:11]=[CH:10][CH:9]=[C:8]2[C:3]=1[CH2:4][CH2:5][CH2:6][C:7]2=[O:12])[C:14]1[CH:19]=[CH:18][CH:17]=[CH:16][CH:15]=1.